Predict the product of the given reaction. From a dataset of Forward reaction prediction with 1.9M reactions from USPTO patents (1976-2016). Given the reactants [Br:1][C:2]1[CH:3]=[CH:4][C:5]([Cl:17])=[C:6]([CH:16]=1)[O:7][C:8]1[CH:15]=[CH:14][C:11]([C:12]#[N:13])=[CH:10][CH:9]=1.Cl.[NH2:19][OH:20].C(N(CC)CC)C, predict the reaction product. The product is: [Br:1][C:2]1[CH:3]=[CH:4][C:5]([Cl:17])=[C:6]([CH:16]=1)[O:7][C:8]1[CH:9]=[CH:10][C:11]([C:12](=[N:19][OH:20])[NH2:13])=[CH:14][CH:15]=1.